This data is from Peptide-MHC class I binding affinity with 185,985 pairs from IEDB/IMGT. The task is: Regression. Given a peptide amino acid sequence and an MHC pseudo amino acid sequence, predict their binding affinity value. This is MHC class I binding data. The peptide sequence is RMMGKTNPL. The MHC is HLA-B48:01 with pseudo-sequence HLA-B48:01. The binding affinity (normalized) is 0.576.